This data is from Peptide-MHC class I binding affinity with 185,985 pairs from IEDB/IMGT. The task is: Regression. Given a peptide amino acid sequence and an MHC pseudo amino acid sequence, predict their binding affinity value. This is MHC class I binding data. (1) The peptide sequence is KVSDEIWNY. The MHC is HLA-A01:01 with pseudo-sequence HLA-A01:01. The binding affinity (normalized) is 0.438. (2) The peptide sequence is FPFKGAAAF. The MHC is Mamu-A2201 with pseudo-sequence Mamu-A2201. The binding affinity (normalized) is 1.00. (3) The peptide sequence is SVEDVSAFVR. The MHC is HLA-A33:01 with pseudo-sequence HLA-A33:01. The binding affinity (normalized) is 0.292.